This data is from Full USPTO retrosynthesis dataset with 1.9M reactions from patents (1976-2016). The task is: Predict the reactants needed to synthesize the given product. (1) Given the product [C:16]([C:15]1[CH:14]=[CH:13][C:12]([C:7]2[C:6]3[CH2:5][CH2:4][CH2:3][CH:2]([NH:1][C:20](=[O:24])[CH:21]([CH3:23])[CH3:22])[C:11]=3[CH:10]=[N:9][CH:8]=2)=[CH:19][CH:18]=1)#[N:17], predict the reactants needed to synthesize it. The reactants are: [NH2:1][CH:2]1[C:11]2[CH:10]=[N:9][CH:8]=[C:7]([C:12]3[CH:19]=[CH:18][C:15]([C:16]#[N:17])=[CH:14][CH:13]=3)[C:6]=2[CH2:5][CH2:4][CH2:3]1.[C:20](Cl)(=[O:24])[CH:21]([CH3:23])[CH3:22]. (2) Given the product [Cl:33][C:10]1[C:9]([B:38]2[O:39][C:40]([CH3:41])([CH3:42])[C:44]([CH3:45])([CH3:46])[O:43]2)=[CH:14][N:13]=[C:12]2[N:15]([CH2:25][O:26][CH2:27][CH2:28][Si:29]([CH3:32])([CH3:31])[CH3:30])[CH:16]=[C:17]([C:18]3[CH:23]=[CH:22][C:21]([F:24])=[CH:20][CH:19]=3)[C:11]=12, predict the reactants needed to synthesize it. The reactants are: [Cl-].[Li+].C([Mg]Cl)(C)C.Br[C:9]1[C:10]([Cl:33])=[C:11]2[C:17]([C:18]3[CH:23]=[CH:22][C:21]([F:24])=[CH:20][CH:19]=3)=[CH:16][N:15]([CH2:25][O:26][CH2:27][CH2:28][Si:29]([CH3:32])([CH3:31])[CH3:30])[C:12]2=[N:13][CH:14]=1.C(O[B:38]([O:43][CH:44]([CH3:46])[CH3:45])[O:39][CH:40]([CH3:42])[CH3:41])(C)C.OC(C(O)(C)C)(C)C.[Cl-].[NH4+]. (3) Given the product [CH:1]12[CH2:7][CH:4]([CH:5]3[C:6]1=[CH:11][CH2:10][CH2:9][CH2:8]3)[CH2:3][CH2:2]2, predict the reactants needed to synthesize it. The reactants are: [CH:1]12[CH2:7][CH:4]([CH2:5][CH2:6]1)[CH:3]=[CH:2]2.[CH2:8]=[CH:9][CH:10]=[CH2:11]. (4) The reactants are: [O:1]1[CH:5]=[CH:4][N:3]=[C:2]1[C:6]1[CH:11]=[CH:10][C:9]([N:12]2[CH2:17][CH2:16][CH2:15][CH:14]([OH:18])[CH2:13]2)=[CH:8][CH:7]=1.[S:19](Cl)([CH3:22])(=[O:21])=[O:20].CCN(CC)CC. Given the product [CH3:22][S:19]([O:18][CH:14]1[CH2:15][CH2:16][CH2:17][N:12]([C:9]2[CH:8]=[CH:7][C:6]([C:2]3[O:1][CH:5]=[CH:4][N:3]=3)=[CH:11][CH:10]=2)[CH2:13]1)(=[O:21])=[O:20], predict the reactants needed to synthesize it.